This data is from Forward reaction prediction with 1.9M reactions from USPTO patents (1976-2016). The task is: Predict the product of the given reaction. (1) Given the reactants C([Sn](CCCC)(CCCC)C1C=CC=CN=1)CCC.[CH3:20][O:21][C:22](=[O:37])[C:23]1[CH:28]=[CH:27][C:26]([CH:29]2[CH2:34][CH2:33][CH2:32][CH2:31][NH:30]2)=[CH:25][C:24]=1[O:35][CH3:36].C(=O)([O-])[O-].[Na+].[Na+], predict the reaction product. The product is: [CH3:20][O:21][C:22](=[O:37])[C:23]1[CH:28]=[CH:27][C:26]([C:29]2[CH:34]=[CH:33][CH:32]=[CH:31][N:30]=2)=[CH:25][C:24]=1[O:35][CH3:36]. (2) Given the reactants [C:1]1([C:7]#[C:8][C:9]2[C:18]3[C:13](=[CH:14][CH:15]=[CH:16][CH:17]=3)[CH:12]=[CH:11][C:10]=2[C:19]([NH:21][C:22]([CH3:27])([CH3:26])[C:23]([OH:25])=[O:24])=[O:20])[CH:6]=[CH:5][CH:4]=[CH:3][CH:2]=1, predict the reaction product. The product is: [CH3:27][C:22]([NH:21][C:19]([C:10]1[CH:11]=[CH:12][C:13]2[C:18](=[CH:17][CH:16]=[CH:15][CH:14]=2)[C:9]=1[CH2:8][CH2:7][C:1]1[CH:2]=[CH:3][CH:4]=[CH:5][CH:6]=1)=[O:20])([CH3:26])[C:23]([OH:25])=[O:24].